This data is from Reaction yield outcomes from USPTO patents with 853,638 reactions. The task is: Predict the reaction yield, written as a fraction of the theoretical maximum amount of product (1.0 means a 100% yield; for example, 0.34 means a 34% yield). (1) The reactants are Br[C:2]1[CH:7]=[CH:6][N:5]=[C:4]([Cl:8])[CH:3]=1.[N:9]1([C:15]([O:17][C:18]([CH3:21])([CH3:20])[CH3:19])=[O:16])[CH2:14][CH2:13][NH:12][CH2:11][CH2:10]1.CC(C)([O-])C.[Na+].C1(C)C=CC=CC=1. The catalyst is C1(P(C2C=CC=CC=2)C2C3OC4C(=CC=CC=4P(C4C=CC=CC=4)C4C=CC=CC=4)C(C)(C)C=3C=CC=2)C=CC=CC=1.O. The product is [Cl:8][C:4]1[CH:3]=[C:2]([N:12]2[CH2:11][CH2:10][N:9]([C:15]([O:17][C:18]([CH3:21])([CH3:20])[CH3:19])=[O:16])[CH2:14][CH2:13]2)[CH:7]=[CH:6][N:5]=1. The yield is 0.700. (2) The reactants are Br[C:2]1[CH:3]=[CH:4][C:5]([C:8]2[N:12]([CH3:13])[C:11](=[O:14])[C:10]([CH3:16])([CH3:15])[N:9]=2)=[N:6][CH:7]=1.[F:17][C:18]1[CH:19]=[C:20]([C:24]#[CH:25])[CH:21]=[CH:22][CH:23]=1.C(N(CC)CC)C. The catalyst is CN(C=O)C.C1C=CC(P(C2C=CC=CC=2)C2C=CC=CC=2)=CC=1.C1C=CC(P(C2C=CC=CC=2)C2C=CC=CC=2)=CC=1.Cl[Pd]Cl.[Cu]I.C1(P(C2C=CC=CC=2)C2C=CC=CC=2)C=CC=CC=1. The product is [F:17][C:18]1[CH:19]=[C:20]([C:24]#[C:25][C:2]2[CH:3]=[CH:4][C:5]([C:8]3[N:12]([CH3:13])[C:11](=[O:14])[C:10]([CH3:16])([CH3:15])[N:9]=3)=[N:6][CH:7]=2)[CH:21]=[CH:22][CH:23]=1. The yield is 0.740. (3) The reactants are [CH3:1][C:2]1[CH:6]=[C:5]([NH:7][C:8]2[N:13]=[C:12]([NH:14][C@@H:15]3[CH2:20][CH2:19][CH2:18][NH:17][CH2:16]3)[C:11]3=[CH:21][CH:22]=[CH:23][N:10]3[N:9]=2)[S:4][N:3]=1.[C:24](O)(=[O:27])[C:25]#[CH:26].C(N(CC)C(C)C)(C)C.CN(C(ON1N=NC2C=CC=CC1=2)=[N+](C)C)C.[B-](F)(F)(F)F. The catalyst is O1CCCC1. The product is [CH3:1][C:2]1[CH:6]=[C:5]([NH:7][C:8]2[N:13]=[C:12]([NH:14][C@@H:15]3[CH2:20][CH2:19][CH2:18][N:17]([C:24](=[O:27])[C:25]#[CH:26])[CH2:16]3)[C:11]3=[CH:21][CH:22]=[CH:23][N:10]3[N:9]=2)[S:4][N:3]=1. The yield is 0.161. (4) The reactants are [O:1]=[C:2]1[C:7]2[NH:8][C:9]3[CH:10]=[CH:11][CH:12]=[CH:13][C:14]=3[C:6]=2[N:5]=[C:4]([S:15][CH2:16][C:17]([O:19][C:20]([CH3:23])([CH3:22])[CH3:21])=[O:18])[N:3]1[C:24]1[CH:29]=[CH:28][CH:27]=[CH:26][CH:25]=1.[H-].[Na+].I[CH2:33][CH2:34][CH2:35][CH2:36][CH3:37]. The catalyst is CN(C=O)C. The product is [O:1]=[C:2]1[C:7]2[N:8]([CH2:33][CH2:34][CH2:35][CH2:36][CH3:37])[C:9]3[CH:10]=[CH:11][CH:12]=[CH:13][C:14]=3[C:6]=2[N:5]=[C:4]([S:15][CH2:16][C:17]([O:19][C:20]([CH3:22])([CH3:23])[CH3:21])=[O:18])[N:3]1[C:24]1[CH:29]=[CH:28][CH:27]=[CH:26][CH:25]=1. The yield is 0.590. (5) The reactants are [CH3:1][O:2][C:3]1[C:4](C(O)=O)=[CH:5][C:6]2[C:11]([CH:12]=1)=[CH:10][CH:9]=[CH:8][CH:7]=2.CC[N:18]([CH2:21]C)CC.C1C=CC(P(N=[N+]=[N-])(C2C=CC=CC=2)=[O:30])=CC=1.[CH2:40]([OH:47])[C:41]1[CH:46]=[CH:45][CH:44]=[CH:43][CH:42]=1. The catalyst is C1(C)C=CC=CC=1. The product is [C:21]([NH:18][C:5]1[C:6]2[C:11](=[CH:10][CH:9]=[CH:8][CH:7]=2)[CH:12]=[C:3]([O:2][CH3:1])[CH:4]=1)([O:47][CH2:40][C:41]1[CH:46]=[CH:45][CH:44]=[CH:43][CH:42]=1)=[O:30]. The yield is 1.00.